From a dataset of Forward reaction prediction with 1.9M reactions from USPTO patents (1976-2016). Predict the product of the given reaction. (1) Given the reactants [CH3:1][C:2]1[CH:3]=[N:4][C:5]2[N:6]([N:8]=[C:9]([CH2:11][OH:12])[N:10]=2)[CH:7]=1.CC1(C)N([O])C(C)(C)CCC1.C(O)(=O)C.C(O)(=O)C.IC1C=CC=CC=1.COC(C)(C)C, predict the reaction product. The product is: [CH3:1][C:2]1[CH:3]=[N:4][C:5]2[N:6]([N:8]=[C:9]([CH:11]=[O:12])[N:10]=2)[CH:7]=1. (2) Given the reactants [Cl:1][C:2]1[N:7]=[C:6](Cl)[CH:5]=[CH:4][N:3]=1.[C:9]([O:13][C:14]([N:16]1[CH2:21][CH2:20][CH:19]([NH2:22])[CH2:18][CH2:17]1)=[O:15])([CH3:12])([CH3:11])[CH3:10], predict the reaction product. The product is: [C:9]([O:13][C:14]([N:16]1[CH2:21][CH2:20][CH:19]([NH:22][C:6]2[CH:5]=[CH:4][N:3]=[C:2]([Cl:1])[N:7]=2)[CH2:18][CH2:17]1)=[O:15])([CH3:12])([CH3:10])[CH3:11].